This data is from Full USPTO retrosynthesis dataset with 1.9M reactions from patents (1976-2016). The task is: Predict the reactants needed to synthesize the given product. Given the product [F:40][C:31]1[CH:30]=[C:29]([NH:28][C:15]2[N:16]=[C:17]([O:18][C:19]3[CH:24]=[CH:23][CH:22]=[C:21]([N+:25]([O-:27])=[O:26])[CH:20]=3)[C:12]3[CH:11]=[CH:10][NH:9][C:13]=3[N:14]=2)[CH:34]=[CH:33][C:32]=1[O:35][CH2:36][CH2:37][O:38][CH3:39], predict the reactants needed to synthesize it. The reactants are: C(OC[N:9]1[C:13]2[N:14]=[C:15]([NH:28][C:29]3[CH:34]=[CH:33][C:32]([O:35][CH2:36][CH2:37][O:38][CH3:39])=[C:31]([F:40])[CH:30]=3)[N:16]=[C:17]([O:18][C:19]3[CH:24]=[CH:23][CH:22]=[C:21]([N+:25]([O-:27])=[O:26])[CH:20]=3)[C:12]=2[CH:11]=[CH:10]1)(=O)C(C)(C)C.CO.[OH-].[Na+].